From a dataset of Full USPTO retrosynthesis dataset with 1.9M reactions from patents (1976-2016). Predict the reactants needed to synthesize the given product. (1) Given the product [F:32][C:26]1[CH:27]=[C:28]([I:31])[CH:29]=[CH:30][C:25]=1[NH:24][C:12]1[C:13]([NH:17][S:18]([CH:21]2[CH2:23][CH2:22]2)(=[O:20])=[O:19])=[CH:14][CH:15]=[C:16]2[C:11]=1[CH:10]=[N:9][NH:8]2, predict the reactants needed to synthesize it. The reactants are: C(OC([N:8]1[C:16]2[C:11](=[C:12]([NH:24][C:25]3[CH:30]=[CH:29][C:28]([I:31])=[CH:27][C:26]=3[F:32])[C:13]([NH:17][S:18]([CH:21]3[CH2:23][CH2:22]3)(=[O:20])=[O:19])=[CH:14][CH:15]=2)[CH:10]=[N:9]1)=O)(C)(C)C.C(O)(C(F)(F)F)=O. (2) Given the product [CH3:37][NH:39][C:4]([C:6]1[C:7](=[O:36])[C:8]2[CH:13]=[N:12][C:11]([NH:14][C:15]3[CH:20]=[CH:19][CH:18]=[C:17]([CH2:21][N:22]([CH3:23])[CH3:24])[CH:16]=3)=[N:10][C:9]=2[N:25]([C:27]2[CH:28]=[C:29]3[C:33](=[CH:34][CH:35]=2)[CH2:32][CH2:31][CH2:30]3)[CH:26]=1)=[O:3], predict the reactants needed to synthesize it. The reactants are: C([O:3][C:4]([C:6]1[C:7](=[O:36])[C:8]2[CH:13]=[N:12][C:11]([NH:14][C:15]3[CH:20]=[CH:19][CH:18]=[C:17]([CH2:21][N:22]([CH3:24])[CH3:23])[CH:16]=3)=[N:10][C:9]=2[N:25]([C:27]2[CH:28]=[C:29]3[C:33](=[CH:34][CH:35]=2)[CH2:32][CH2:31][CH2:30]3)[CH:26]=1)=O)C.[CH2:37]([NH2:39])C. (3) The reactants are: [F:1][C:2]1[C:7]([O:8][CH3:9])=[CH:6][CH:5]=[CH:4][C:3]=1[C:10]([CH3:14])([CH3:13])[C:11]#N.CC(C[AlH]CC(C)C)C.C(O)(=O)[C@@H]([C@H](C(O)=O)O)[OH:26]. Given the product [F:1][C:2]1[C:7]([O:8][CH3:9])=[CH:6][CH:5]=[CH:4][C:3]=1[C:10]([CH3:14])([CH3:13])[CH:11]=[O:26], predict the reactants needed to synthesize it.